From a dataset of Catalyst prediction with 721,799 reactions and 888 catalyst types from USPTO. Predict which catalyst facilitates the given reaction. (1) Reactant: [CH2:1]([N:8]1[CH2:18][CH:17]2[CH2:19][CH:10]([C:11]3[CH:12]=[CH:13][CH:14]=[C:15](I)[C:16]=32)[CH2:9]1)[C:2]1[CH:7]=[CH:6][CH:5]=[CH:4][CH:3]=1.C([O-])(=O)C.[K+].[C:26]1(B(O)O)[CH:31]=[CH:30][CH:29]=[CH:28][CH:27]=1.C(O)C.O. Product: [CH2:1]([N:8]1[CH2:18][CH:17]2[CH2:19][CH:10]([C:11]3[CH:12]=[CH:13][CH:14]=[C:15]([C:26]4[CH:31]=[CH:30][CH:29]=[CH:28][CH:27]=4)[C:16]=32)[CH2:9]1)[C:2]1[CH:7]=[CH:6][CH:5]=[CH:4][CH:3]=1. The catalyst class is: 257. (2) Product: [C:61]([C:2]1[CH:3]=[CH:4][C:5]2[N:11]3[CH:12]=[N:13][C:45]([C:46]([O:34][CH2:32][CH3:31])=[O:47])=[C:10]3[CH2:9][N:8]=[C:7]([C:16]3[CH:21]=[CH:20][CH:19]=[CH:18][CH:17]=3)[C:6]=2[CH:22]=1)#[CH:62]. The catalyst class is: 51. Reactant: Br[C:2]1[CH:3]=[CH:4][C:5]2[N:11]3[C:12](C)=[N:13]N=[C:10]3[CH2:9][N:8]=[C:7]([C:16]3[CH:21]=[CH:20][CH:19]=[CH:18][CH:17]=3)[C:6]=2[CH:22]=1.BrC1C=CC2C(C=1)=C(C1C=CC=CC=1)N=[CH:31][C:32](=[O:34])N=2.[H-].[Na+].N1(P(Cl)(N2CCOCC2)=O)CC[O:47][CH2:46][CH2:45]1.[K+].[Br-].[CH2:61]1COC[CH2:62]1.